From a dataset of Full USPTO retrosynthesis dataset with 1.9M reactions from patents (1976-2016). Predict the reactants needed to synthesize the given product. (1) Given the product [NH2:1][C:4]1[CH:9]=[CH:8][CH:7]=[CH:6][C:5]=1[NH:10][CH:11]([CH3:18])[CH2:12][C:13]([O:15][CH2:16][CH3:17])=[O:14], predict the reactants needed to synthesize it. The reactants are: [N+:1]([C:4]1[CH:9]=[CH:8][CH:7]=[CH:6][C:5]=1[NH:10][CH:11]([CH3:18])[CH2:12][C:13]([O:15][CH2:16][CH3:17])=[O:14])([O-])=O.CCO. (2) Given the product [C:1]1([CH2:7][O:8][C:9](=[O:18])[NH:10][C:11]2[CH:16]=[CH:15][C:14]([B:29]3[O:30][C:31]([CH3:33])([CH3:32])[C:27]([CH3:34])([CH3:26])[O:28]3)=[CH:13][CH:12]=2)[CH:6]=[CH:5][CH:4]=[CH:3][CH:2]=1, predict the reactants needed to synthesize it. The reactants are: [C:1]1([CH2:7][O:8][C:9](=[O:18])[NH:10][C:11]2[CH:16]=[CH:15][C:14](I)=[CH:13][CH:12]=2)[CH:6]=[CH:5][CH:4]=[CH:3][CH:2]=1.C(N(CC)CC)C.[CH3:26][C:27]1([CH3:34])[C:31]([CH3:33])([CH3:32])[O:30][BH:29][O:28]1.O.